This data is from NCI-60 drug combinations with 297,098 pairs across 59 cell lines. The task is: Regression. Given two drug SMILES strings and cell line genomic features, predict the synergy score measuring deviation from expected non-interaction effect. Drug 1: C1=C(C(=O)NC(=O)N1)N(CCCl)CCCl. Drug 2: COCCOC1=C(C=C2C(=C1)C(=NC=N2)NC3=CC=CC(=C3)C#C)OCCOC.Cl. Cell line: MDA-MB-231. Synergy scores: CSS=27.6, Synergy_ZIP=4.65, Synergy_Bliss=5.34, Synergy_Loewe=4.88, Synergy_HSA=6.13.